Dataset: Cav3 T-type calcium channel HTS with 100,875 compounds. Task: Binary Classification. Given a drug SMILES string, predict its activity (active/inactive) in a high-throughput screening assay against a specified biological target. (1) The drug is Clc1ccc(S(=O)c2nc(cc(c2S(=O)(=O)C)C)C)cc1. The result is 0 (inactive). (2) The molecule is O=C(NC1CCCC1)C1(N(c2c(n(n(c2=O)c2ccccc2)C)C)C(=O)CNC(=O)C)CCCCC1. The result is 0 (inactive).